Dataset: Forward reaction prediction with 1.9M reactions from USPTO patents (1976-2016). Task: Predict the product of the given reaction. (1) Given the reactants C1CCN2C(=NCCC2)CC1.[Br:12][C:13]1[CH:18]=[CH:17][C:16]([C:19]2[CH:24]=[CH:23][CH:22]=[CH:21][C:20]=2[NH2:25])=[CH:15][CH:14]=1.[CH:26]([S:29](Cl)(=[O:31])=[O:30])([CH3:28])[CH3:27], predict the reaction product. The product is: [Br:12][C:13]1[CH:14]=[CH:15][C:16]([C:19]2[CH:24]=[CH:23][CH:22]=[CH:21][C:20]=2[NH:25][S:29]([CH:26]([CH3:28])[CH3:27])(=[O:31])=[O:30])=[CH:17][CH:18]=1. (2) Given the reactants [Cl:1][C:2]1[CH:3]=[CH:4][C:5]2[C:11](=[O:12])[C:10]3[CH:13]=[CH:14][CH:15]=[C:16]([O:17]C)[C:9]=3[CH2:8][CH2:7][C:6]=2[CH:19]=1.Br, predict the reaction product. The product is: [Cl:1][C:2]1[CH:3]=[CH:4][C:5]2[C:11](=[O:12])[C:10]3[CH:13]=[CH:14][CH:15]=[C:16]([OH:17])[C:9]=3[CH2:8][CH2:7][C:6]=2[CH:19]=1. (3) Given the reactants [Br:1][C:2]1[CH:3]=[CH:4][C:5]2[C:9]([C:10](OCC)=O)=[C:8]([NH:15][C:16]3[CH:21]=[C:20]([F:22])[CH:19]=[CH:18][C:17]=3[NH2:23])[S:7][C:6]=2[CH:24]=1.[CH3:25][N:26]1[CH2:31][CH2:30][NH:29][CH2:28][CH2:27]1.C1(OC)C=CC=CC=1, predict the reaction product. The product is: [Br:1][C:2]1[CH:3]=[CH:4][C:5]2[C:9]3[C:10]([N:29]4[CH2:30][CH2:31][N:26]([CH3:25])[CH2:27][CH2:28]4)=[N:23][C:17]4[CH:18]=[CH:19][C:20]([F:22])=[CH:21][C:16]=4[NH:15][C:8]=3[S:7][C:6]=2[CH:24]=1. (4) The product is: [Cl:1][C:2]1[CH:3]=[CH:4][C:5]([CH2:8][C:9](=[O:34])[CH2:10][C@H:11]2[C:12](=[O:13])[N:14]([CH3:30])[CH2:15][C@@H:16]([C:2]3[CH:7]=[CH:6][CH:5]=[CH:4][CH:3]=3)[NH:23][C:24](=[O:29])[CH2:25][CH2:26][CH:27]=[CH:28][CH2:31]2)=[CH:6][CH:7]=1. Given the reactants [Cl:1][C:2]1[CH:7]=[CH:6][C:5]([CH2:8][C:9](=[O:34])[CH2:10][C@H:11]([CH2:31]C=C)[C:12]([N:14]([CH3:30])[CH2:15][C@H:16]([NH:23][C:24](=[O:29])[CH2:25][CH2:26][CH:27]=[CH2:28])C2C=CC=CC=2)=[O:13])=[CH:4][CH:3]=1, predict the reaction product. (5) Given the reactants [NH:1]([C:3]1[NH:7][C:6]2[CH:8]=[CH:9][C:10]([CH3:12])=[CH:11][C:5]=2[N:4]=1)[NH2:2].[C:13]([CH:16]([CH2:22][C:23]1[CH:32]=[CH:31][C:30]2[C:25](=[CH:26][CH:27]=[CH:28][CH:29]=2)[CH:24]=1)[C:17](OCC)=[O:18])(=O)[CH3:14], predict the reaction product. The product is: [CH3:14][C:13]1[C:16]([CH2:22][C:23]2[CH:32]=[CH:31][C:30]3[C:25](=[CH:26][CH:27]=[CH:28][CH:29]=3)[CH:24]=2)=[C:17]([OH:18])[N:1]([C:3]2[NH:7][C:6]3[CH:8]=[CH:9][C:10]([CH3:12])=[CH:11][C:5]=3[N:4]=2)[N:2]=1. (6) Given the reactants Cl[CH2:2][C:3]([NH:5][C@H:6]([C:16]1[C:21]([C:22]2[CH:23]=[CH:24][C:25]([F:31])=[C:26]([CH:30]=2)[C:27]([NH2:29])=[O:28])=[CH:20][CH:19]=[CH:18][N:17]=1)[CH2:7][C:8]1[CH:13]=[C:12]([F:14])[CH:11]=[C:10]([F:15])[CH:9]=1)=[O:4].[F:32][C:33]([F:51])([F:50])[C:34]1[C:38]2[CH2:39][N:40]([C:43]([O:45][C:46]([CH3:49])([CH3:48])[CH3:47])=[O:44])[CH2:41][CH2:42][C:37]=2[NH:36][N:35]=1, predict the reaction product. The product is: [C:27]([C:26]1[CH:30]=[C:22]([C:21]2[C:16]([C@@H:6]([NH:5][C:3](=[O:4])[CH2:2][N:36]3[C:37]4[CH2:42][CH2:41][N:40]([C:43]([O:45][C:46]([CH3:49])([CH3:48])[CH3:47])=[O:44])[CH2:39][C:38]=4[C:34]([C:33]([F:51])([F:50])[F:32])=[N:35]3)[CH2:7][C:8]3[CH:13]=[C:12]([F:14])[CH:11]=[C:10]([F:15])[CH:9]=3)=[N:17][CH:18]=[CH:19][CH:20]=2)[CH:23]=[CH:24][C:25]=1[F:31])(=[O:28])[NH2:29].